Dataset: Full USPTO retrosynthesis dataset with 1.9M reactions from patents (1976-2016). Task: Predict the reactants needed to synthesize the given product. (1) The reactants are: [F:1][C:2]([F:7])([F:6])[C:3]([OH:5])=[O:4].C[O:9][C:10]1[CH:11]=[C:12]([C:16]2[CH:21]=[CH:20][CH:19]=[C:18]([S:22]([C:25]3[CH:26]=[C:27]([C:32]([NH2:34])=[NH:33])[S:28][C:29]=3[S:30][CH3:31])(=[O:24])=[O:23])[CH:17]=2)[CH:13]=[CH:14][CH:15]=1.B(Br)(Br)Br. Given the product [F:1][C:2]([F:7])([F:6])[C:3]([OH:5])=[O:4].[OH:9][C:10]1[CH:11]=[C:12]([C:16]2[CH:21]=[CH:20][CH:19]=[C:18]([S:22]([C:25]3[CH:26]=[C:27]([C:32]([NH2:34])=[NH:33])[S:28][C:29]=3[S:30][CH3:31])(=[O:24])=[O:23])[CH:17]=2)[CH:13]=[CH:14][CH:15]=1, predict the reactants needed to synthesize it. (2) Given the product [C:14]([NH:13][C@@H:7]([CH2:8][CH2:9][C:10]([O:12][C:35]1[C:36]([F:45])=[C:37]([F:44])[C:38]([F:43])=[C:39]([F:42])[C:40]=1[F:41])=[O:11])[C:6]([O:5][C:1]([CH3:2])([CH3:3])[CH3:4])=[O:29])(=[O:28])[CH2:15][CH2:16][CH2:17][CH2:18][CH2:19][CH2:20][CH2:21][CH2:22][CH2:23][CH2:24][CH2:25][CH2:26][CH3:27], predict the reactants needed to synthesize it. The reactants are: [C:1]([O:5][C:6](=[O:29])[C@@H:7]([NH:13][C:14](=[O:28])[CH2:15][CH2:16][CH2:17][CH2:18][CH2:19][CH2:20][CH2:21][CH2:22][CH2:23][CH2:24][CH2:25][CH2:26][CH3:27])[CH2:8][CH2:9][C:10]([OH:12])=[O:11])([CH3:4])([CH3:3])[CH3:2].FC(F)(F)C(O[C:35]1[C:40]([F:41])=[C:39]([F:42])[C:38]([F:43])=[C:37]([F:44])[C:36]=1[F:45])=O.N1C=CC=CC=1.C(O)(=O)CC(CC(O)=O)(C(O)=O)O. (3) The reactants are: [F:1][C:2]1[CH:3]=[C:4]([CH:6]=[CH:7][C:8]=1[O:9][C:10]1[C:19]2[C:14](=[CH:15][C:16]([O:22][CH2:23][CH2:24][CH2:25][N:26]3[CH2:31][CH2:30][N:29]([CH3:32])[CH2:28][CH2:27]3)=[C:17]([O:20][CH3:21])[CH:18]=2)[N:13]=[CH:12][CH:11]=1)[NH2:5].[F:33][C:34]1[CH:39]=[CH:38][C:37]([N:40]2[C:45](=[O:46])[C:44]([C:47](O)=[O:48])=[CH:43][C:42]([CH3:50])=[N:41]2)=[CH:36][CH:35]=1. Given the product [F:1][C:2]1[CH:3]=[C:4]([NH:5][C:47]([C:44]2[C:45](=[O:46])[N:40]([C:37]3[CH:38]=[CH:39][C:34]([F:33])=[CH:35][CH:36]=3)[N:41]=[C:42]([CH3:50])[CH:43]=2)=[O:48])[CH:6]=[CH:7][C:8]=1[O:9][C:10]1[C:19]2[C:14](=[CH:15][C:16]([O:22][CH2:23][CH2:24][CH2:25][N:26]3[CH2:27][CH2:28][N:29]([CH3:32])[CH2:30][CH2:31]3)=[C:17]([O:20][CH3:21])[CH:18]=2)[N:13]=[CH:12][CH:11]=1, predict the reactants needed to synthesize it. (4) The reactants are: [F:1][C:2]1[CH:3]=[C:4]([NH:8][C:9]2[CH:19]=[C:18]([NH:20][CH2:21][CH2:22][CH3:23])[C:12]([C:13]([O:15]CC)=[O:14])=[CH:11][N:10]=2)[CH:5]=[CH:6][CH:7]=1.Cl. Given the product [F:1][C:2]1[CH:3]=[C:4]([NH:8][C:9]2[CH:19]=[C:18]([NH:20][CH2:21][CH2:22][CH3:23])[C:12]([C:13]([OH:15])=[O:14])=[CH:11][N:10]=2)[CH:5]=[CH:6][CH:7]=1, predict the reactants needed to synthesize it. (5) Given the product [C:1]([O:5][C:6]([N:8]1[C@H:12]([CH2:13][N:14]2[CH:18]=[CH:17][C:16]([NH2:19])=[N:15]2)[CH2:11][O:10][C:9]1([CH3:23])[CH3:22])=[O:7])([CH3:4])([CH3:2])[CH3:3], predict the reactants needed to synthesize it. The reactants are: [C:1]([O:5][C:6]([N:8]1[C@H:12]([CH2:13][N:14]2[CH:18]=[CH:17][C:16]([N+:19]([O-])=O)=[N:15]2)[CH2:11][O:10][C:9]1([CH3:23])[CH3:22])=[O:7])([CH3:4])([CH3:3])[CH3:2].[H][H]. (6) Given the product [CH3:22][O:23][C:24]([C:25]1[C:26]([C:12]2[CH:13]=[CH:14][C:9]([O:8][CH2:1][C:2]3[CH:3]=[CH:4][CH:5]=[CH:6][CH:7]=3)=[CH:10][C:11]=2[O:20][CH3:21])=[CH:27][CH:28]=[C:29]([C:31](=[O:33])[CH3:32])[CH:30]=1)=[O:42], predict the reactants needed to synthesize it. The reactants are: [CH2:1]([O:8][C:9]1[C:14](OC)=[CH:13][C:12](B(O)O)=[C:11]([O:20][CH3:21])[CH:10]=1)[C:2]1[CH:7]=[CH:6][CH:5]=[CH:4][CH:3]=1.[CH3:22][O:23][C:24](=[O:42])[C:25]1[CH:30]=[C:29]([C:31](=[O:33])[CH3:32])[CH:28]=[CH:27][C:26]=1OS(C(F)(F)F)(=O)=O.C([O-])([O-])=O.[K+].[K+].O.